This data is from Catalyst prediction with 721,799 reactions and 888 catalyst types from USPTO. The task is: Predict which catalyst facilitates the given reaction. (1) Reactant: [Cl:1][C:2]1[CH:7]=[CH:6][C:5]([C@H:8]([NH:11][C@@H:12]([CH3:27])[C:13]([NH:15]CC2C=CC(OC)=CC=2OC)=[O:14])[CH2:9][CH3:10])=[C:4]([F:28])[C:3]=1[O:29][C:30]1[CH:35]=[CH:34][CH:33]=[CH:32][CH:31]=1.FC(F)(F)C(O)=O.C1(OC)C=CC=CC=1. Product: [ClH:1].[Cl:1][C:2]1[CH:7]=[CH:6][C:5]([C@H:8]([NH:11][C@@H:12]([CH3:27])[C:13]([NH2:15])=[O:14])[CH2:9][CH3:10])=[C:4]([F:28])[C:3]=1[O:29][C:30]1[CH:35]=[CH:34][CH:33]=[CH:32][CH:31]=1. The catalyst class is: 2. (2) The catalyst class is: 11. Reactant: [NH:1]1[C:9]2[C:4](=[CH:5][C:6]([C:10]#[C:11]C(C)(O)C)=[CH:7][CH:8]=2)[CH:3]=[CH:2]1.[H-].[Na+]. Product: [C:10]([C:6]1[CH:5]=[C:4]2[C:9](=[CH:8][CH:7]=1)[NH:1][CH:2]=[CH:3]2)#[CH:11].